From a dataset of Peptide-MHC class II binding affinity with 134,281 pairs from IEDB. Regression. Given a peptide amino acid sequence and an MHC pseudo amino acid sequence, predict their binding affinity value. This is MHC class II binding data. (1) The peptide sequence is APEVKYTVFETALKKAITAM. The MHC is DRB1_0901 with pseudo-sequence DRB1_0901. The binding affinity (normalized) is 0.684. (2) The peptide sequence is GRPGNFLQSRPEPTA. The MHC is DRB1_0802 with pseudo-sequence DRB1_0802. The binding affinity (normalized) is 0.292. (3) The peptide sequence is EKKYDAATQFEPLAA. The MHC is HLA-DPA10201-DPB10501 with pseudo-sequence HLA-DPA10201-DPB10501. The binding affinity (normalized) is 0.362. (4) The peptide sequence is WFKVAATAANAAPAN. The MHC is DRB1_0401 with pseudo-sequence DRB1_0401. The binding affinity (normalized) is 0.393. (5) The peptide sequence is MLIESNLAGSNDNFL. The MHC is DRB1_1501 with pseudo-sequence DRB1_1501. The binding affinity (normalized) is 0.364. (6) The peptide sequence is ERVLDCRTAFKPVLV. The MHC is HLA-DQA10501-DQB10402 with pseudo-sequence HLA-DQA10501-DQB10402. The binding affinity (normalized) is 0.580. (7) The peptide sequence is VCGVSAARLTPCGTG. The MHC is DRB1_0301 with pseudo-sequence DRB1_0301. The binding affinity (normalized) is 0.159. (8) The peptide sequence is WKLEGRWDGEEEVQL. The MHC is DRB1_0301 with pseudo-sequence DRB1_0301. The binding affinity (normalized) is 0.206. (9) The peptide sequence is ALSDPYLSFAAALNG. The MHC is HLA-DQA10501-DQB10301 with pseudo-sequence HLA-DQA10501-DQB10301. The binding affinity (normalized) is 0.211. (10) The peptide sequence is AQMWQLMYFHRRDLR. The MHC is DRB1_1501 with pseudo-sequence DRB1_1501. The binding affinity (normalized) is 0.624.